This data is from Reaction yield outcomes from USPTO patents with 853,638 reactions. The task is: Predict the reaction yield, written as a fraction of the theoretical maximum amount of product (1.0 means a 100% yield; for example, 0.34 means a 34% yield). (1) The reactants are Cl.[NH2:2][CH2:3][C:4]1[CH:9]=[CH:8][C:7]([NH:10][C:11]([N:13]2[C@@H:19]3[CH2:20][N:16]([CH2:17][CH2:18]3)[C:15]3[CH:21]=[CH:22][C:23]([C:25]4[CH:30]=[CH:29][CH:28]=[C:27]([C:31]([F:34])([F:33])[F:32])[CH:26]=4)=[N:24][C:14]2=3)=[O:12])=[CH:6][CH:5]=1.[CH3:35][C:36]1([CH2:39][CH2:40][C:41](ON2C(=O)CCC2=O)=[O:42])[N:38]=[N:37]1.C(N(CC)CC)C.C([O-])(O)=O.[Na+]. The catalyst is CN(C=O)C.O. The product is [CH3:35][C:36]1([CH2:39][CH2:40][C:41]([NH:2][CH2:3][C:4]2[CH:9]=[CH:8][C:7]([NH:10][C:11]([N:13]3[C@@H:19]4[CH2:20][N:16]([CH2:17][CH2:18]4)[C:15]4[CH:21]=[CH:22][C:23]([C:25]5[CH:30]=[CH:29][CH:28]=[C:27]([C:31]([F:34])([F:33])[F:32])[CH:26]=5)=[N:24][C:14]3=4)=[O:12])=[CH:6][CH:5]=2)=[O:42])[N:38]=[N:37]1. The yield is 0.680. (2) The reactants are [CH3:1][O:2][C:3]1[CH:10]=[CH:9][C:6]([C:7]#[N:8])=[CH:5][C:4]=1[N+:11]([O-])=O.[N-:14]=[N+:15]=[N-:16].[Na+].C(N(CC)CC)C.[H][H]. The catalyst is C1(C)C=CC=CC=1.CO.[Pd].O. The product is [CH3:1][O:2][C:3]1[CH:10]=[CH:9][C:6]([C:7]2[NH:16][N:15]=[N:14][N:8]=2)=[CH:5][C:4]=1[NH2:11]. The yield is 0.820. (3) The reactants are [CH2:1]([N:3]1[C:11]2[C:6](=[C:7]([CH2:12][N:13]([CH3:18])[C:14](=[O:17])[CH:15]=[CH2:16])[CH:8]=[CH:9][CH:10]=2)[CH:5]=[CH:4]1)[CH3:2].CN(CC1SC2C=CC=CC=2C=1C)C(=O)C=C.Br[C:37]1[CH:38]=[C:39]2[C:44](=[N:45][CH:46]=1)[NH:43][C:42](=[O:47])[CH2:41][CH2:40]2.BrC1C=NC2NC(=O)C(C)(C)NCC=2C=1. No catalyst specified. The product is [CH2:1]([N:3]1[C:11]2[C:6](=[C:7]([CH2:12][N:13]([CH3:18])[C:14](=[O:17])/[CH:15]=[CH:16]/[C:37]3[CH:46]=[N:45][C:44]4[NH:43][C:42](=[O:47])[CH2:41][CH2:40][C:39]=4[CH:38]=3)[CH:8]=[CH:9][CH:10]=2)[CH:5]=[CH:4]1)[CH3:2]. The yield is 0.460.